The task is: Binary Classification. Given a drug SMILES string, predict its activity (active/inactive) in a high-throughput screening assay against a specified biological target.. This data is from Kir2.1 potassium channel HTS with 301,493 compounds. (1) The result is 0 (inactive). The drug is S1\C(=C(/Nc2cc(ccc2)C)C)C(=O)c2c1cccc2. (2) The result is 0 (inactive). The molecule is Clc1c(/N=N\c2c3n(nc2N)c(c2ccc(cc2)C)c(cn3)C#N)cccc1. (3) The compound is Clc1cc(S(=O)(=O)N2CCOCC2)ccc1OCC(=O)N1CCCC1. The result is 0 (inactive).